Dataset: Forward reaction prediction with 1.9M reactions from USPTO patents (1976-2016). Task: Predict the product of the given reaction. (1) The product is: [C:1]([N:4]([CH2:18][C:19]1[CH:24]=[CH:23][CH:22]=[CH:21][C:20]=1[NH2:25])[C:5]1[CH:10]=[CH:9][CH:8]=[CH:7][C:6]=1[O:11][C:12]1[CH:17]=[CH:16][CH:15]=[CH:14][CH:13]=1)(=[O:3])[CH3:2]. Given the reactants [C:1]([N:4]([CH2:18][C:19]1[CH:24]=[CH:23][CH:22]=[CH:21][C:20]=1[N+:25]([O-])=O)[C:5]1[CH:10]=[CH:9][CH:8]=[CH:7][C:6]=1[O:11][C:12]1[CH:17]=[CH:16][CH:15]=[CH:14][CH:13]=1)(=[O:3])[CH3:2].C(Cl)(Cl)Cl, predict the reaction product. (2) Given the reactants [Cl:1][C:2]1[CH:3]=[C:4]([C@H:9]2[O:13][C:12](=[O:14])[N:11]([CH2:15][C:16]3[CH:21]=[C:20]([C:22]([F:25])([F:24])[F:23])[CH:19]=[CH:18][C:17]=3[C:26]3[CH:27]=[C:28]([C:34]4[CH:39]=[CH:38][C:37]([C:40]([O:42]C)=[O:41])=[CH:36][C:35]=4[CH3:44])[CH:29]=[CH:30][C:31]=3[O:32][CH3:33])[C@H:10]2[CH3:45])[CH:5]=[C:6]([Cl:8])[CH:7]=1.[OH-].[K+].Cl.C(=O)(O)[O-].[Na+], predict the reaction product. The product is: [Cl:1][C:2]1[CH:3]=[C:4]([C@H:9]2[O:13][C:12](=[O:14])[N:11]([CH2:15][C:16]3[CH:21]=[C:20]([C:22]([F:23])([F:25])[F:24])[CH:19]=[CH:18][C:17]=3[C:26]3[CH:27]=[C:28]([C:34]4[CH:39]=[CH:38][C:37]([C:40]([OH:42])=[O:41])=[CH:36][C:35]=4[CH3:44])[CH:29]=[CH:30][C:31]=3[O:32][CH3:33])[C@H:10]2[CH3:45])[CH:5]=[C:6]([Cl:8])[CH:7]=1. (3) Given the reactants [CH2:1]([O:5][C:6]([NH:8][CH2:9][CH:10]1[CH2:15][CH2:14][N:13]([C:16]2[N:20]([CH3:21])[N:19]=[CH:18][C:17]=2[NH:22][C:23]([C:25]2[N:26]=[C:27](Br)[S:28][C:29]=2[NH:30][C:31](=[O:37])[O:32][C:33]([CH3:36])([CH3:35])[CH3:34])=[O:24])[CH2:12][CH2:11]1)=[O:7])[CH2:2][CH2:3][CH3:4], predict the reaction product. The product is: [CH2:1]([O:5][C:6]([NH:8][CH2:9][CH:10]1[CH2:11][CH2:12][N:13]([C:16]2[N:20]([CH3:21])[N:19]=[CH:18][C:17]=2[NH:22][C:23]([C:25]2[N:26]=[CH:27][S:28][C:29]=2[NH:30][C:31](=[O:37])[O:32][C:33]([CH3:36])([CH3:35])[CH3:34])=[O:24])[CH2:14][CH2:15]1)=[O:7])[CH2:2][CH2:3][CH3:4]. (4) Given the reactants [F-].C([N+](CCCC)(CCCC)CCCC)CCC.[Si]([O:26][CH2:27][C:28]1([CH2:44][O:45][Si](C(C)(C)C)(C)C)[O:33][C:32]2[CH:34]=[CH:35][C:36]([N+:38]([O-:40])=[O:39])=[CH:37][C:31]=2[N:30]2[N:41]=[N:42][N:43]=[C:29]12)(C(C)(C)C)(C)C.CC(O)=O, predict the reaction product. The product is: [N+:38]([C:36]1[CH:35]=[CH:34][C:32]2[O:33][C:28]([CH2:27][OH:26])([CH2:44][OH:45])[C:29]3[N:30]([N:41]=[N:42][N:43]=3)[C:31]=2[CH:37]=1)([O-:40])=[O:39]. (5) Given the reactants [Na].[I-:2].C([O-])(=O)C.[NH4+].C(OO)(=O)C.C([Sn](CCCC)(CCCC)[C:18]1[O:22][N:21]=[C:20]([CH2:23][CH2:24][CH2:25][CH2:26][CH2:27][CH2:28][CH2:29][CH2:30][CH2:31][C:32]([OH:34])=[O:33])[CH:19]=1)CCC.C(#N)C, predict the reaction product. The product is: [I:2][C:18]1[O:22][N:21]=[C:20]([CH2:23][CH2:24][CH2:25][CH2:26][CH2:27][CH2:28][CH2:29][CH2:30][CH2:31][C:32]([OH:34])=[O:33])[CH:19]=1. (6) The product is: [CH3:5][O:6][C:7]1[CH:27]=[CH:26][C:10]([CH2:11][N:12]2[C:20]3[C:15](=[CH:16][CH:17]=[C:18]([C:21](=[S:25])[NH:3][OH:1])[CH:19]=3)[CH:14]=[CH:13]2)=[CH:9][CH:8]=1. Given the reactants [OH-:1].[Na+].[NH2:3]O.[CH3:5][O:6][C:7]1[CH:27]=[CH:26][C:10]([CH2:11][N:12]2[C:20]3[C:15](=[CH:16][CH:17]=[C:18]([C:21](=[S:25])OCC)[CH:19]=3)[CH:14]=[CH:13]2)=[CH:9][CH:8]=1, predict the reaction product. (7) Given the reactants [CH2:1]([O:8][CH2:9][CH:10]1[CH2:15][CH2:14][CH:13]=[CH:12][O:11]1)[C:2]1[CH:7]=[CH:6][CH:5]=[CH:4][CH:3]=1.B1C2CCCC1CCC2.B(O[O-])=[O:26].[Na+], predict the reaction product. The product is: [CH2:1]([O:8][CH2:9][CH:10]1[O:11][CH2:12][CH:13]([OH:26])[CH2:14][CH2:15]1)[C:2]1[CH:7]=[CH:6][CH:5]=[CH:4][CH:3]=1.